From a dataset of Reaction yield outcomes from USPTO patents with 853,638 reactions. Predict the reaction yield, written as a fraction of the theoretical maximum amount of product (1.0 means a 100% yield; for example, 0.34 means a 34% yield). (1) The yield is 0.870. The product is [CH3:1][C:2]1[CH:3]([C:10]2[CH:17]=[CH:16][CH:15]=[CH:14][C:11]=2[CH:12]([OH:13])[C:18]2[CH:23]=[CH:22][CH:21]=[CH:20][CH:19]=2)[C:4]([CH3:9])=[C:5]([CH3:8])[C:6]=1[CH3:7]. The reactants are [CH3:1][C:2]1[CH:3]([C:10]2[CH:17]=[CH:16][CH:15]=[CH:14][C:11]=2[CH:12]=[O:13])[C:4]([CH3:9])=[C:5]([CH3:8])[C:6]=1[CH3:7].[C:18]1([Li])[CH:23]=[CH:22][CH:21]=[CH:20][CH:19]=1.O.C1(C)C=CC=CC=1. The catalyst is O1CCCC1.C1CCCCC1.CCOCC. (2) The reactants are [N:1]1[CH:6]=[CH:5][CH:4]=[CH:3][C:2]=1[N:7]1[CH2:12][CH2:11][N:10]([CH2:13][C:14]2[NH:18][C:17]3[CH:19]=[CH:20][CH:21]=[CH:22][C:16]=3[N:15]=2)[CH2:9][CH2:8]1.Cl[C:24]([O:26][CH2:27][CH:28]([CH3:30])[CH3:29])=[O:25]. The catalyst is ClCCl. The product is [N:1]1[CH:6]=[CH:5][CH:4]=[CH:3][C:2]=1[N:7]1[CH2:8][CH2:9][N:10]([CH2:13][C:14]2[N:15]([C:24]([O:26][CH2:27][CH:28]([CH3:30])[CH3:29])=[O:25])[C:16]3[CH:22]=[CH:21][CH:20]=[CH:19][C:17]=3[N:18]=2)[CH2:11][CH2:12]1. The yield is 0.490. (3) The reactants are [Cl:1][C:2]1[CH:7]=[C:6]([Cl:8])[CH:5]=[CH:4][C:3]=1[CH:9]([CH3:14])[C:10]([O:12]C)=[O:11].[OH-].[Na+]. The catalyst is CO.O. The product is [Cl:1][C:2]1[CH:7]=[C:6]([Cl:8])[CH:5]=[CH:4][C:3]=1[CH:9]([CH3:14])[C:10]([OH:12])=[O:11]. The yield is 0.638. (4) The reactants are [CH3:1][O:2][C:3]([C:5]1[CH:14]=[CH:13][C:12]2[C:7](=[CH:8][CH:9]=[C:10]([OH:15])[CH:11]=2)[CH:6]=1)=[O:4].C([O-])([O-])=O.[Cs+].[Cs+].Br[CH2:23][C:24]([O:26][CH3:27])=[O:25]. The catalyst is CC(C)=O.CCOC(C)=O. The product is [CH3:1][O:2][C:3]([C:5]1[CH:14]=[CH:13][C:12]2[C:7](=[CH:8][CH:9]=[C:10]([O:15][CH2:23][C:24]([O:26][CH3:27])=[O:25])[CH:11]=2)[CH:6]=1)=[O:4]. The yield is 0.850. (5) The catalyst is C1(C)C=CC=CC=1. The yield is 0.920. The product is [F:1][C:2]1[CH:3]=[CH:4][C:5]([C:8]([C:12]2[CH:13]=[CH:14][C:15]([F:18])=[CH:16][CH:17]=2)=[CH:9][CH3:10])=[CH:6][CH:7]=1. The reactants are [F:1][C:2]1[CH:7]=[CH:6][C:5]([C:8]([C:12]2[CH:17]=[CH:16][C:15]([F:18])=[CH:14][CH:13]=2)(O)[CH2:9][CH3:10])=[CH:4][CH:3]=1.O.C1(C)C=CC(S(O)(=O)=O)=CC=1.